This data is from Forward reaction prediction with 1.9M reactions from USPTO patents (1976-2016). The task is: Predict the product of the given reaction. Given the reactants CC([O:4][C:5]([CH3:7])=[O:6])=O.[N+]([O-])(O)=O.C[O:13]C1C=C2C(CCC(C)(C)[C:21]2([CH:25]2CCN(C)CC2)[OH:24])=CC=1[N+]([O-])=O.C[O:38]C1C([N+]([O-])=O)=C2C(CCC(C)(C)[C:46]2([CH:53]2CCN(C)CC2)[OH:52])=CC=1, predict the reaction product. The product is: [C:5]([O-:4])(=[O:6])/[CH:7]=[CH:25]/[C:21]([O-:38])=[O:24].[C:5]([OH:4])(=[O:6])/[CH:7]=[CH:53]/[C:46]([OH:13])=[O:52].